The task is: Predict the product of the given reaction.. This data is from Forward reaction prediction with 1.9M reactions from USPTO patents (1976-2016). Given the reactants O[Li].O.[O:4]=[C:5]1[C:14]2[C:9](=[C:10]([C:15]([O:17]C)=[O:16])[CH:11]=[CH:12][CH:13]=2)[O:8][C:7]([C:19]2[C:20]([C:25]([F:28])([F:27])[F:26])=[N:21][CH:22]=[CH:23][CH:24]=2)=[CH:6]1.O, predict the reaction product. The product is: [O:4]=[C:5]1[C:14]2[C:9](=[C:10]([C:15]([OH:17])=[O:16])[CH:11]=[CH:12][CH:13]=2)[O:8][C:7]([C:19]2[C:20]([C:25]([F:28])([F:27])[F:26])=[N:21][CH:22]=[CH:23][CH:24]=2)=[CH:6]1.